This data is from Forward reaction prediction with 1.9M reactions from USPTO patents (1976-2016). The task is: Predict the product of the given reaction. (1) Given the reactants [H-].[Na+].Cl.[NH2:4][CH:5]1[CH2:14][C:13]2[C:8](=[CH:9][CH:10]=[CH:11][CH:12]=2)[NH:7][C:6]1=[O:15].Br[CH2:17][CH2:18][O:19][CH2:20][CH2:21][O:22][CH3:23], predict the reaction product. The product is: [NH2:4][CH:5]1[CH2:14][C:13]2[C:8](=[CH:9][CH:10]=[CH:11][CH:12]=2)[N:7]([CH2:17][CH2:18][O:19][CH2:20][CH2:21][O:22][CH3:23])[C:6]1=[O:15]. (2) Given the reactants C1C2C(COC(=O)[NH:17][CH:18]([C:31]([O:33][CH2:34][CH2:35][CH2:36][CH2:37][O:38][N+:39]([O-:41])=[O:40])=[O:32])[CH2:19][CH2:20][CH2:21][CH2:22][NH:23][C:24](=[O:30])[O:25][C:26]([CH3:29])([CH3:28])[CH3:27])C3C(=CC=CC=3)C=2C=CC=1.N1CCCCC1, predict the reaction product. The product is: [NH2:17][C@@H:18]([CH2:19][CH2:20][CH2:21][CH2:22][NH:23][C:24]([O:25][C:26]([CH3:29])([CH3:28])[CH3:27])=[O:30])[C:31]([O:33][CH2:34][CH2:35][CH2:36][CH2:37][O:38][N+:39]([O-:41])=[O:40])=[O:32]. (3) Given the reactants [CH3:1][C:2]1[CH:6]=[C:5]([CH3:7])[NH:4][N:3]=1.C([O-])([O-])=O.[K+].[K+].Br[CH:15]([CH3:21])[C:16]([O:18][CH2:19][CH3:20])=[O:17].II, predict the reaction product. The product is: [CH3:1][C:2]1[CH:6]=[C:5]([CH3:7])[N:4]([CH:15]([CH3:21])[C:16]([O:18][CH2:19][CH3:20])=[O:17])[N:3]=1. (4) Given the reactants C(OC(=O)[N:7]([CH2:33][C:34]1[CH:43]=[CH:42][C:37]2[O:38][CH2:39][CH2:40][O:41][C:36]=2[CH:35]=1)[CH:8]1[CH2:13][CH2:12][N:11]([CH2:14][CH2:15][N:16]2[C:25]3[C:20](=[CH:21][CH:22]=[CH:23][CH:24]=3)[C:19]([C:26]3[CH:31]=[CH:30][N:29]=[CH:28][CH:27]=3)=[CH:18][C:17]2=[O:32])[CH2:10][CH2:9]1)(C)(C)C.FC(F)(F)C(O)=O.C(=O)([O-])O.[Na+].[ClH:57].C(OCC)(=O)C, predict the reaction product. The product is: [ClH:57].[O:38]1[C:37]2[CH:42]=[CH:43][C:34]([CH2:33][NH:7][CH:8]3[CH2:13][CH2:12][N:11]([CH2:14][CH2:15][N:16]4[C:25]5[C:20](=[CH:21][CH:22]=[CH:23][CH:24]=5)[C:19]([C:26]5[CH:27]=[CH:28][N:29]=[CH:30][CH:31]=5)=[CH:18][C:17]4=[O:32])[CH2:10][CH2:9]3)=[CH:35][C:36]=2[O:41][CH2:40][CH2:39]1. (5) Given the reactants C(OOC(=O)C1C=CC=CC=1)(=O)C1C=CC=CC=1.[CH3:19][C:20]1[CH:25]=[CH:24][C:23]([S:26]([Cl:29])(=[O:28])=[O:27])=[CH:22][CH:21]=1.[Br:30]N1C(=O)CCC1=O, predict the reaction product. The product is: [Br:30][CH2:19][C:20]1[CH:25]=[CH:24][C:23]([S:26]([Cl:29])(=[O:28])=[O:27])=[CH:22][CH:21]=1. (6) Given the reactants F[C:2]1[CH:7]=[CH:6][C:5]([N+:8]([O-:10])=[O:9])=[CH:4][C:3]=1[CH3:11].CN1CCCC1=O.[NH2:19][CH2:20][CH2:21][CH2:22][CH2:23][CH2:24][OH:25].C([O-])([O-])=O.[K+].[K+], predict the reaction product. The product is: [N+:8]([C:5]1[CH:6]=[CH:7][C:2]([NH:19][CH2:20][CH2:21][CH2:22][CH2:23][CH2:24][OH:25])=[C:3]([CH3:11])[CH:4]=1)([O-:10])=[O:9]. (7) Given the reactants I[C:2]1[CH:25]=[CH:24][CH:23]=[CH:22][C:3]=1[C:4]([NH:6][C:7]1[CH:12]=[CH:11][C:10]([NH:13][CH2:14][CH2:15][C:16]2[CH:21]=[CH:20][CH:19]=[CH:18][N:17]=2)=[CH:9][CH:8]=1)=[O:5].[CH3:26][C:27]1[CH:28]=[C:29](B(O)O)[CH:30]=[CH:31][CH:32]=1.C(N(CC)CC)C.C(OCC)(=O)C, predict the reaction product. The product is: [CH3:26][C:27]1[CH:32]=[C:31]([C:2]2[C:3]([C:4]([NH:6][C:7]3[CH:12]=[CH:11][C:10]([NH:13][CH2:14][CH2:15][C:16]4[CH:21]=[CH:20][CH:19]=[CH:18][N:17]=4)=[CH:9][CH:8]=3)=[O:5])=[CH:22][CH:23]=[CH:24][CH:25]=2)[CH:30]=[CH:29][CH:28]=1. (8) Given the reactants [CH2:1]([O:8][C:9](=[O:49])[NH:10][C@H:11]([C:13](=[O:48])[NH:14][C@H:15]([C:25](=[O:47])[NH:26][C@@H:27]([CH2:40][C:41]1[CH:46]=[CH:45][CH:44]=[CH:43][CH:42]=1)[CH:28]([C:30](=[O:39])[NH:31][CH2:32][C:33]1[CH:38]=[CH:37][CH:36]=[CH:35][CH:34]=1)[OH:29])[CH2:16][C:17]1[CH:22]=[CH:21][C:20]([O:23][CH3:24])=[CH:19][CH:18]=1)[CH3:12])[C:2]1[CH:7]=[CH:6][CH:5]=[CH:4][CH:3]=1.CC(OI1(OC(C)=O)(OC(C)=O)OC(=O)C2C=CC=CC1=2)=O.[O-]S([O-])(=S)=O.[Na+].[Na+].C([O-])(O)=O.[Na+], predict the reaction product. The product is: [CH2:1]([O:8][C:9](=[O:49])[NH:10][C@H:11]([C:13](=[O:48])[NH:14][C@H:15]([C:25](=[O:47])[NH:26][C@@H:27]([CH2:40][C:41]1[CH:42]=[CH:43][CH:44]=[CH:45][CH:46]=1)[C:28]([C:30](=[O:39])[NH:31][CH2:32][C:33]1[CH:34]=[CH:35][CH:36]=[CH:37][CH:38]=1)=[O:29])[CH2:16][C:17]1[CH:22]=[CH:21][C:20]([O:23][CH3:24])=[CH:19][CH:18]=1)[CH3:12])[C:2]1[CH:3]=[CH:4][CH:5]=[CH:6][CH:7]=1.